This data is from Reaction yield outcomes from USPTO patents with 853,638 reactions. The task is: Predict the reaction yield, written as a fraction of the theoretical maximum amount of product (1.0 means a 100% yield; for example, 0.34 means a 34% yield). (1) The reactants are Cl[C:2]1[N:7]=[C:6]([C:8]2[S:12][C:11]([C:13]([CH3:16])([CH3:15])[CH3:14])=[N:10][C:9]=2[C:17]2[C:18]([F:35])=[C:19]([NH:23][S:24]([C:27]3[CH:32]=[C:31]([F:33])[CH:30]=[CH:29][C:28]=3[F:34])(=[O:26])=[O:25])[CH:20]=[CH:21][CH:22]=2)[CH:5]=[CH:4][N:3]=1.[NH2:36][CH2:37][CH2:38][NH:39][C:40](=[O:46])[O:41][C:42]([CH3:45])([CH3:44])[CH3:43]. No catalyst specified. The product is [F:34][C:28]1[CH:29]=[CH:30][C:31]([F:33])=[CH:32][C:27]=1[S:24]([NH:23][C:19]1[C:18]([F:35])=[C:17]([C:9]2[N:10]=[C:11]([C:13]([CH3:16])([CH3:15])[CH3:14])[S:12][C:8]=2[C:6]2[CH:5]=[CH:4][N:3]=[C:2]([NH:36][CH2:37][CH2:38][NH:39][C:40](=[O:46])[O:41][C:42]([CH3:44])([CH3:43])[CH3:45])[N:7]=2)[CH:22]=[CH:21][CH:20]=1)(=[O:26])=[O:25]. The yield is 0.880. (2) The reactants are F[C:2](F)(F)[C:3](O)=O.[CH:8]([N:11]1[C:15]([C:16]2[N:25]=[C:24]3[N:18]([CH2:19][CH2:20][O:21][C:22]4[CH:29]=[C:28]([CH:30]5[CH2:35][CH2:34][NH:33][CH2:32][CH2:31]5)[CH:27]=[CH:26][C:23]=43)[CH:17]=2)=[N:14][CH:13]=[N:12]1)([CH3:10])[CH3:9].C(=O)C.N1C(O[BH3-])=NN=1.[Na+].C(Cl)Cl. The catalyst is ClCCCl.C(O)(=O)C. The product is [CH2:2]([N:33]1[CH2:34][CH2:35][CH:30]([C:28]2[CH:27]=[CH:26][C:23]3[C:24]4[N:18]([CH:17]=[C:16]([C:15]5[N:11]([CH:8]([CH3:10])[CH3:9])[N:12]=[CH:13][N:14]=5)[N:25]=4)[CH2:19][CH2:20][O:21][C:22]=3[CH:29]=2)[CH2:31][CH2:32]1)[CH3:3]. The yield is 0.120. (3) The reactants are [K+].[OH:2][CH2:3][CH2:4][C:5]([CH3:10])([CH3:9])[C:6]([O-:8])=[O:7].[CH2:11](Br)[C:12]1[CH:17]=[CH:16][CH:15]=[CH:14][CH:13]=1.[Na+].[I-].C([O-])([O-])=O.[K+].[K+]. No catalyst specified. The product is [CH2:11]([O:7][C:6](=[O:8])[C:5]([CH3:10])([CH3:9])[CH2:4][CH2:3][OH:2])[C:12]1[CH:17]=[CH:16][CH:15]=[CH:14][CH:13]=1. The yield is 0.670. (4) The reactants are [CH:1]1([C:4]([NH:6][C:7]2[N:8]=[C:9]3[CH:14]=[CH:13][C:12]([O:15][C:16]4[CH:17]=[CH:18][C:19]([CH3:32])=[C:20]([NH:22][C:23]([C:25]5[N:29]([CH3:30])[N:28]=[C:27]([CH3:31])[CH:26]=5)=[O:24])[CH:21]=4)=[N:11][N:10]3[CH:33]=2)=[O:5])[CH2:3][CH2:2]1.O.[C:35]1([CH3:45])[CH:40]=[CH:39][C:38]([S:41]([OH:44])(=[O:43])=[O:42])=[CH:37][CH:36]=1. The catalyst is C(O)C. The product is [C:35]1([CH3:45])[CH:36]=[CH:37][C:38]([S:41]([OH:44])(=[O:42])=[O:43])=[CH:39][CH:40]=1.[CH:1]1([C:4]([NH:6][C:7]2[N:8]=[C:9]3[CH:14]=[CH:13][C:12]([O:15][C:16]4[CH:17]=[CH:18][C:19]([CH3:32])=[C:20]([NH:22][C:23]([C:25]5[N:29]([CH3:30])[N:28]=[C:27]([CH3:31])[CH:26]=5)=[O:24])[CH:21]=4)=[N:11][N:10]3[CH:33]=2)=[O:5])[CH2:3][CH2:2]1. The yield is 0.840. (5) The reactants are Cl[C:2]1[N:7]=[CH:6][C:5]([Br:8])=[CH:4][N:3]=1.[NH2:9][C:10]1[CH:15]=[CH:14][C:13]([C:16](=[O:21])[C:17]([F:20])([F:19])[F:18])=[CH:12][CH:11]=1.[Cl-].[NH4+]. The catalyst is C(O)CCC. The product is [Br:8][C:5]1[CH:4]=[N:3][C:2]([NH:9][C:10]2[CH:15]=[CH:14][C:13]([C:16](=[O:21])[C:17]([F:18])([F:19])[F:20])=[CH:12][CH:11]=2)=[N:7][CH:6]=1. The yield is 0.450.